Task: Predict the reaction yield, written as a fraction of the theoretical maximum amount of product (1.0 means a 100% yield; for example, 0.34 means a 34% yield).. Dataset: Buchwald-Hartwig C-N cross coupling reaction yields with 55,370 reactions The reactants are FC(F)(F)c1ccc(Br)cc1.Cc1ccc(N)cc1.O=S(=O)(O[Pd]1c2ccccc2-c2ccccc2N~1)C(F)(F)F.COc1ccc(OC)c(P([C@]23C[C@H]4C[C@H](C[C@H](C4)C2)C3)[C@]23C[C@H]4C[C@H](C[C@H](C4)C2)C3)c1-c1c(C(C)C)cc(C(C)C)cc1C(C)C.CCN=P(N=P(N(C)C)(N(C)C)N(C)C)(N(C)C)N(C)C.CCOC(=O)c1cc(C)no1. No catalyst specified. The product is Cc1ccc(Nc2ccc(C(F)(F)F)cc2)cc1. The yield is 0.288.